The task is: Predict the reaction yield, written as a fraction of the theoretical maximum amount of product (1.0 means a 100% yield; for example, 0.34 means a 34% yield).. This data is from Reaction yield outcomes from USPTO patents with 853,638 reactions. (1) The reactants are [Br:1][C:2]1[CH:13]=[CH:12][C:5]([CH2:6][N:7]([CH3:11])[CH2:8][CH2:9]Cl)=[CH:4][CH:3]=1.[CH3:14][N:15]1[CH2:20][CH2:19][NH:18][CH2:17][CH2:16]1. The catalyst is COCCOC.[Br-].C([N+](CCCC)(CCCC)CCCC)CCC. The product is [Br:1][C:2]1[CH:13]=[CH:12][C:5]([CH2:6][N:7]([CH3:11])[CH2:8][CH2:9][N:18]2[CH2:19][CH2:20][N:15]([CH3:14])[CH2:16][CH2:17]2)=[CH:4][CH:3]=1. The yield is 0.690. (2) The reactants are [C:1]([O:5][C:6](=[O:38])[NH:7][C:8]([C:10]1[CH:15]=[CH:14][C:13]([CH2:16][NH:17][C:18]([C@H:20]2[N:24]3[C:25](=[O:37])[C:26]([NH:29][CH2:30][C:31]4C=CC=CC=4)=[CH:27][N:28]=[C:23]3[CH2:22][CH2:21]2)=[O:19])=[CH:12][CH:11]=1)=[NH:9])([CH3:4])([CH3:3])[CH3:2].C(OC(=O)NC(C1C=CC(CNC([C@H]2N3C(=O)C(N)=CN=C3CC2)=O)=CC=1)=N)(C)(C)C.C(=O)C.[BH-](OC(C)=O)(OC(C)=O)OC(C)=O.[Na+]. No catalyst specified. The product is [C:1]([O:5][C:6](=[O:38])[NH:7][C:8]([C:10]1[CH:15]=[CH:14][C:13]([CH2:16][NH:17][C:18]([C@H:20]2[N:24]3[C:25](=[O:37])[C:26]([NH:29][CH2:30][CH3:31])=[CH:27][N:28]=[C:23]3[CH2:22][CH2:21]2)=[O:19])=[CH:12][CH:11]=1)=[NH:9])([CH3:3])([CH3:2])[CH3:4]. The yield is 0.605.